This data is from Catalyst prediction with 721,799 reactions and 888 catalyst types from USPTO. The task is: Predict which catalyst facilitates the given reaction. (1) Reactant: N(C(OC(C)C)=O)=NC(OC(C)C)=O.[OH:15][CH2:16][C@@H:17]([NH:19][C:20](=[O:26])[O:21][C:22]([CH3:25])([CH3:24])[CH3:23])[CH3:18].C1(P(C2C=CC=CC=2)C2C=CC=CC=2)C=CC=CC=1.[CH:46]1([CH2:49][O:50][C:51]2[CH:66]=[CH:65][C:54]3[CH2:55][CH:56]([C:58]4[N:63]=[CH:62][C:61](O)=[CH:60][CH:59]=4)[O:57][C:53]=3[CH:52]=2)[CH2:48][CH2:47]1. Product: [CH:46]1([CH2:49][O:50][C:51]2[CH:66]=[CH:65][C:54]3[CH2:55][CH:56]([C:58]4[N:63]=[CH:62][C:61]([O:15][CH2:16][C@@H:17]([NH:19][C:20](=[O:26])[O:21][C:22]([CH3:25])([CH3:24])[CH3:23])[CH3:18])=[CH:60][CH:59]=4)[O:57][C:53]=3[CH:52]=2)[CH2:47][CH2:48]1. The catalyst class is: 182. (2) Reactant: [F:1][C:2]([F:11])([F:10])[C:3]1[CH:4]=[CH:5][C:6]([NH2:9])=[N:7][CH:8]=1.[I:12]([O-])(=O)=O.[K+].[I-].[K+].C(=O)(O)[O-].[Na+]. Product: [I:12][C:5]1[C:6]([NH2:9])=[N:7][CH:8]=[C:3]([C:2]([F:1])([F:10])[F:11])[CH:4]=1. The catalyst class is: 445. (3) Reactant: N#N.B1(C)OC(C2C=CC=CC=2)(C2C=CC=CC=2)[C@@H]2N1CCC2.[CH2:24]([O:31][C:32]1[CH:37]=[CH:36][C:35]([C@H:38]2[N:41]([C:42]3[CH:47]=[CH:46][C:45]([F:48])=[CH:44][CH:43]=3)[C:40](=[O:49])[C@@H:39]2[CH2:50][CH2:51][C:52]([C:54]2[CH:59]=[CH:58][C:57]([F:60])=[CH:56][CH:55]=2)=[O:53])=[CH:34][CH:33]=1)[C:25]1[CH:30]=[CH:29][CH:28]=[CH:27][CH:26]=1.Cl. Product: [CH2:24]([O:31][C:32]1[CH:33]=[CH:34][C:35]([C@H:38]2[N:41]([C:42]3[CH:47]=[CH:46][C:45]([F:48])=[CH:44][CH:43]=3)[C:40](=[O:49])[C@@H:39]2[CH2:50][CH2:51][C@@H:52]([C:54]2[CH:59]=[CH:58][C:57]([F:60])=[CH:56][CH:55]=2)[OH:53])=[CH:36][CH:37]=1)[C:25]1[CH:26]=[CH:27][CH:28]=[CH:29][CH:30]=1. The catalyst class is: 5. (4) Reactant: [CH3:1][C:2]1[CH:7]=[CH:6][N:5]=[C:4]([NH:8][C:9]([C:11]2[N:15]3[CH:16]=[CH:17][C:18]([CH3:20])=[CH:19][C:14]3=[N:13][C:12]=2[CH3:21])=O)[CH:3]=1.[H-].[Al+3].[Li+].[H-].[H-].[H-].[OH-].[K+]. Product: [CH3:21][C:12]1[N:13]=[C:14]2[CH:19]=[C:18]([CH3:20])[CH:17]=[CH:16][N:15]2[C:11]=1[CH2:9][NH:8][C:4]1[CH:3]=[C:2]([CH3:1])[CH:7]=[CH:6][N:5]=1. The catalyst class is: 7. (5) Reactant: [CH:1](NC(C)C)(C)C.[Cl:8][C:9]1[CH:16]=[C:15]([N:17]2[C:21](=[O:22])[CH2:20][C@H:19]([OH:23])[C@@H:18]2[CH2:24][CH3:25])[CH:14]=[CH:13][C:10]=1[C:11]#[N:12].IC.C(O)(=O)C. Product: [Cl:8][C:9]1[CH:16]=[C:15]([N:17]2[C:21](=[O:22])[C@@H:20]([CH3:1])[C@H:19]([OH:23])[C@@H:18]2[CH2:24][CH3:25])[CH:14]=[CH:13][C:10]=1[C:11]#[N:12]. The catalyst class is: 30. (6) Reactant: [F:1][C:2]1[CH:7]=[CH:6][C:5]([C:8]2[C:12]([CH2:13][O:14][C:15]3[CH:16]=[C:17]([C:21]([OH:23])=O)[N:18]([CH3:20])[N:19]=3)=[C:11]([CH2:24][OH:25])[O:10][N:9]=2)=[CH:4][CH:3]=1.C(N1C=CN=C1)([N:28]1C=CN=C1)=O.[OH-].[NH4+].[Cl-].[Na+]. Product: [F:1][C:2]1[CH:3]=[CH:4][C:5]([C:8]2[C:12]([CH2:13][O:14][C:15]3[CH:16]=[C:17]([C:21]([NH2:28])=[O:23])[N:18]([CH3:20])[N:19]=3)=[C:11]([CH2:24][OH:25])[O:10][N:9]=2)=[CH:6][CH:7]=1. The catalyst class is: 3.